Task: Predict the reaction yield, written as a fraction of the theoretical maximum amount of product (1.0 means a 100% yield; for example, 0.34 means a 34% yield).. Dataset: Reaction yield outcomes from USPTO patents with 853,638 reactions (1) The reactants are [CH3:1][N:2]([CH3:17])[C:3]1[CH:8]=[C:7]([CH3:9])[C:6]([C:10]2[N:11]=[C:12]([NH2:15])[S:13][CH:14]=2)=[C:5]([CH3:16])[CH:4]=1.C(N(CC)CC)C.Cl.[C:26](Cl)(=[O:33])[C:27]1[CH:32]=[CH:31][N:30]=[CH:29][CH:28]=1. The catalyst is C(Cl)Cl. The product is [CH3:17][N:2]([CH3:1])[C:3]1[CH:4]=[C:5]([CH3:16])[C:6]([C:10]2[N:11]=[C:12]([NH:15][C:26](=[O:33])[C:27]3[CH:32]=[CH:31][N:30]=[CH:29][CH:28]=3)[S:13][CH:14]=2)=[C:7]([CH3:9])[CH:8]=1. The yield is 0.770. (2) The reactants are [OH:1][N:2]1[C:6](=[O:7])[C:5]2=[CH:8][CH:9]=[CH:10][CH:11]=[C:4]2[C:3]1=[O:12].C(=O)([O-])[O-].[K+].[K+].Cl[C@H:20]([CH3:28])[C:21]([O:23][C:24]([CH3:27])([CH3:26])[CH3:25])=[O:22].[Li+].[Cl-]. The catalyst is CN(C=O)C.CCOC(C)=O. The product is [O:7]=[C:6]1[C:5]2[C:4](=[CH:11][CH:10]=[CH:9][CH:8]=2)[C:3](=[O:12])[N:2]1[O:1][C@@H:20]([CH3:28])[C:21]([O:23][C:24]([CH3:27])([CH3:26])[CH3:25])=[O:22]. The yield is 0.380.